From a dataset of Forward reaction prediction with 1.9M reactions from USPTO patents (1976-2016). Predict the product of the given reaction. (1) The product is: [Cl:1][CH2:2][CH2:3][CH2:4][O:5][C:6]1[CH:7]=[CH:8][C:9]([C:12]2[S:13][C:14]([CH2:18][OH:19])=[C:15]([CH3:17])[N:16]=2)=[CH:10][CH:11]=1. Given the reactants [Cl:1][CH2:2][CH2:3][CH2:4][O:5][C:6]1[CH:11]=[CH:10][C:9]([C:12]2[S:13][C:14]([C:18](OC)=[O:19])=[C:15]([CH3:17])[N:16]=2)=[CH:8][CH:7]=1.CO.[BH4-].[Li+].Cl.[OH-].[Na+], predict the reaction product. (2) Given the reactants [CH2:1]([O:3][C:4]([CH:6]1[C:11](=[O:12])[CH2:10][CH2:9][N:8]([C:13]([O:15][C:16]([CH3:19])([CH3:18])[CH3:17])=[O:14])[CH2:7]1)=[O:5])[CH3:2].[H-].[Na+].[CH2:22](Br)[C:23]1[CH:28]=[CH:27][CH:26]=[CH:25][CH:24]=1, predict the reaction product. The product is: [CH2:1]([O:3][C:4]([C:6]1([CH2:22][C:23]2[CH:28]=[CH:27][CH:26]=[CH:25][CH:24]=2)[C:11](=[O:12])[CH2:10][CH2:9][N:8]([C:13]([O:15][C:16]([CH3:18])([CH3:17])[CH3:19])=[O:14])[CH2:7]1)=[O:5])[CH3:2]. (3) Given the reactants C[N:2](C)/[CH:3]=[CH:4]/[C:5]([C:7]1[C:12](=[O:13])[CH:11]=[CH:10][N:9]([C:14]2[CH:19]=[CH:18][CH:17]=[C:16]([O:20][C:21]([F:24])([F:23])[F:22])[CH:15]=2)[N:8]=1)=O.[NH:26]([C:28]1[CH:29]=[C:30]([CH:34]=[CH:35][CH:36]=1)[C:31]([NH2:33])=[O:32])N, predict the reaction product. The product is: [O:13]=[C:12]1[CH:11]=[CH:10][N:9]([C:14]2[CH:19]=[CH:18][CH:17]=[C:16]([O:20][C:21]([F:24])([F:23])[F:22])[CH:15]=2)[N:8]=[C:7]1[C:5]1[N:26]([C:28]2[CH:29]=[C:30]([CH:34]=[CH:35][CH:36]=2)[C:31]([NH2:33])=[O:32])[N:2]=[CH:3][CH:4]=1. (4) Given the reactants Cl[C:2]1[CH:7]=[C:6]([N:8]([CH:16]2[CH2:18][CH2:17]2)C(=O)OC(C)(C)C)[N:5]2[N:19]=[CH:20][C:21]([CH:22]=[O:23])=[C:4]2[N:3]=1.[Cl:24][C:25]1[CH:26]=[C:27]([OH:31])[CH:28]=[CH:29][CH:30]=1.C(=O)([O-])[O-].[K+].[K+].[OH-].[Na+], predict the reaction product. The product is: [Cl:24][C:25]1[CH:26]=[C:27]([CH:28]=[CH:29][CH:30]=1)[O:31][C:2]1[CH:7]=[C:6]([NH:8][CH:16]2[CH2:17][CH2:18]2)[N:5]2[N:19]=[CH:20][C:21]([CH:22]=[O:23])=[C:4]2[N:3]=1. (5) Given the reactants [F:1][C:2]1[CH:9]=[CH:8][C:5]([C:6]#[N:7])=[C:4]([CH:10]=[CH2:11])[CH:3]=1, predict the reaction product. The product is: [CH2:10]([C:4]1[CH:3]=[C:2]([F:1])[CH:9]=[CH:8][C:5]=1[C:6]#[N:7])[CH3:11]. (6) Given the reactants [CH3:1][O:2][C:3]1[CH:8]=[CH:7][C:6]([C:9]#[C:10][CH2:11][C@H:12]([C:14]2[CH:19]=[CH:18][CH:17]=[CH:16][CH:15]=2)[OH:13])=[C:5]([CH3:20])[CH:4]=1.[H-].[Na+].[CH2:23](Br)[C:24]#[CH:25], predict the reaction product. The product is: [CH3:1][O:2][C:3]1[CH:8]=[CH:7][C:6]([C:9]#[C:10][CH2:11][C@H:12]([C:14]2[CH:19]=[CH:18][CH:17]=[CH:16][CH:15]=2)[O:13][CH2:25][C:24]#[CH:23])=[C:5]([CH3:20])[CH:4]=1. (7) The product is: [C:15]([O:14][C:10]([NH:11][N:12]=[CH:6][C:5]1[CH:8]=[CH:9][C:2]([F:1])=[CH:3][CH:4]=1)=[O:13])([CH3:18])([CH3:17])[CH3:16]. Given the reactants [F:1][C:2]1[CH:9]=[CH:8][C:5]([CH:6]=O)=[CH:4][CH:3]=1.[C:10]([O:14][C:15]([CH3:18])([CH3:17])[CH3:16])(=[O:13])[NH:11][NH2:12], predict the reaction product.